Dataset: Full USPTO retrosynthesis dataset with 1.9M reactions from patents (1976-2016). Task: Predict the reactants needed to synthesize the given product. Given the product [C:41]([O:45][C:46]([N:48]1[CH:53]([C:16]2[NH:17][C:18]([C:21]3[CH:30]=[CH:29][C:28]([C:26]4[CH:25]=[CH:24][C:23]5[C:28](=[CH:29][CH:30]=[C:21]([C:18]6[NH:17][C:16]([CH:12]7[CH2:13][CH2:14][CH2:15][N:11]7[C:9](=[O:10])[CH:5]([NH:4][C:3]([O:2][CH3:1])=[O:40])[CH:6]([CH3:7])[CH3:8])=[N:20][CH:19]=6)[CH:22]=5)[CH:27]=4)=[CH:23][CH:22]=3)=[CH:19][N:20]=2)[CH:52]2[CH2:54][CH:49]1[CH2:50][CH2:51]2)=[O:47])([CH3:44])([CH3:42])[CH3:43], predict the reactants needed to synthesize it. The reactants are: [CH3:1][O:2][C:3](=[O:40])[NH:4][CH:5]([C:9]([N:11]1[CH2:15][CH2:14][CH2:13][CH:12]1[C:16]1[NH:17][C:18]([C:21]2[CH:30]=[CH:29][C:28]3[C:23](=[CH:24][CH:25]=[C:26](B4OC(C)(C)C(C)(C)O4)[CH:27]=3)[CH:22]=2)=[CH:19][N:20]=1)=[O:10])[CH:6]([CH3:8])[CH3:7].[C:41]([O:45][C:46]([N:48]1[CH2:53][CH:52]2[CH2:54][CH:49]1[CH2:50][CH2:51]2)=[O:47])([CH3:44])([CH3:43])[CH3:42].C([O-])([O-])=O.[K+].[K+].N#N.